Dataset: Forward reaction prediction with 1.9M reactions from USPTO patents (1976-2016). Task: Predict the product of the given reaction. (1) Given the reactants Br[C:2]1[C:7]2[N:8]=[CH:9][N:10]([C@H:13]([C:15]3[CH:20]=[CH:19][C:18]([F:21])=[C:17]([F:22])[CH:16]=3)[CH3:14])[C:11](=[O:12])[C:6]=2[C:5]([NH:23][CH2:24][C:25]2[S:26][CH:27]=[CH:28][CH:29]=2)=[N:4][CH:3]=1.[C:30]([Cu])#[N:31].ClCCl, predict the reaction product. The product is: [F:22][C:17]1[CH:16]=[C:15]([C@@H:13]([N:10]2[C:11](=[O:12])[C:6]3[C:5]([NH:23][CH2:24][C:25]4[S:26][CH:27]=[CH:28][CH:29]=4)=[N:4][CH:3]=[C:2]([C:30]#[N:31])[C:7]=3[N:8]=[CH:9]2)[CH3:14])[CH:20]=[CH:19][C:18]=1[F:21]. (2) Given the reactants [H-].[Na+].Cl[C:4]1[C:9]([C:10]2[C:15]([F:16])=[CH:14][C:13]([F:17])=[CH:12][C:11]=2[F:18])=[C:8]([Cl:19])[N:7]=[C:6]([S:20][CH3:21])[N:5]=1.[CH:22]([OH:25])([CH3:24])[CH3:23], predict the reaction product. The product is: [Cl:19][C:8]1[C:9]([C:10]2[C:15]([F:16])=[CH:14][C:13]([F:17])=[CH:12][C:11]=2[F:18])=[C:4]([O:25][CH:22]([CH3:24])[CH3:23])[N:5]=[C:6]([S:20][CH3:21])[N:7]=1. (3) Given the reactants [NH2:1][C:2]1[CH:3]=[C:4]([CH:22]=[CH:23][CH:24]=1)[CH2:5][NH:6][C:7]1[CH:12]=[CH:11][CH:10]=[C:9]([NH:13][C:14]2[C:19]([Cl:20])=[CH:18][N:17]=[C:16](Cl)[N:15]=2)[CH:8]=1.Cl.O.[OH-].[Na+], predict the reaction product. The product is: [Cl:20][C:19]1[CH:18]=[N:17][C:16]2[NH:1][C:2]3[CH:24]=[CH:23][CH:22]=[C:4]([CH:3]=3)[CH2:5][NH:6][C:7]3[CH:8]=[C:9]([NH:13][C:14]=1[N:15]=2)[CH:10]=[CH:11][CH:12]=3. (4) Given the reactants [NH:1]1[C:10]2[C:5](=[CH:6][CH:7]=[C:8]([C:11](=[O:13])[CH3:12])[CH:9]=2)[CH2:4][CH2:3][CH2:2]1.[C:14](O[C:14]([O:16][C:17]([CH3:20])([CH3:19])[CH3:18])=[O:15])([O:16][C:17]([CH3:20])([CH3:19])[CH3:18])=[O:15], predict the reaction product. The product is: [C:17]([O:16][C:14]([N:1]1[C:10]2[C:5](=[CH:6][CH:7]=[C:8]([C:11](=[O:13])[CH3:12])[CH:9]=2)[CH2:4][CH2:3][CH2:2]1)=[O:15])([CH3:20])([CH3:19])[CH3:18].